From a dataset of Full USPTO retrosynthesis dataset with 1.9M reactions from patents (1976-2016). Predict the reactants needed to synthesize the given product. (1) Given the product [Br:28][CH2:2][CH:3]1[CH2:15][N:13]2[C:14]3[C:9]([C:10](=[O:26])[N:11]([CH2:17][C:18]4[CH:23]=[CH:22][C:21]([O:24][CH3:25])=[CH:20][CH:19]=4)[C:12]2=[O:16])=[CH:8][CH:7]=[CH:6][C:5]=3[CH2:4]1, predict the reactants needed to synthesize it. The reactants are: O[CH2:2][CH:3]1[CH2:15][N:13]2[C:14]3[C:9]([C:10](=[O:26])[N:11]([CH2:17][C:18]4[CH:23]=[CH:22][C:21]([O:24][CH3:25])=[CH:20][CH:19]=4)[C:12]2=[O:16])=[CH:8][CH:7]=[CH:6][C:5]=3[CH2:4]1.C(Br)(Br)(Br)[Br:28].C1(P(C2C=CC=CC=2)C2C=CC=CC=2)C=CC=CC=1. (2) Given the product [F:21][C:5]1[S:1][C:2]([B:35]2[O:39][C:38]([CH3:41])([CH3:40])[C:37]([CH3:43])([CH3:42])[O:36]2)=[CH:3][CH:4]=1, predict the reactants needed to synthesize it. The reactants are: [S:1]1[CH:5]=[CH:4][CH:3]=[CH:2]1.C([Li])CCC.C1C=CC(S(N(S(C2C=CC=CC=2)(=O)=O)[F:21])(=O)=O)=CC=1.C(O[B:35]1[O:39][C:38]([CH3:41])([CH3:40])[C:37]([CH3:43])([CH3:42])[O:36]1)(C)C. (3) Given the product [Cl:1][C:2]1[CH:11]=[C:10]2[C:5]([N:6]=[C:7]([N:16]3[CH2:17][CH2:18][N:19]([CH3:22])[CH2:20][CH2:21]3)[C:8]3[N:9]2[CH:12]=[C:13]([CH3:15])[N:14]=3)=[CH:4][CH:3]=1, predict the reactants needed to synthesize it. The reactants are: [Cl:1][C:2]1[CH:11]=[C:10]2[C:5]([N:6]=[C:7]([N:16]3[CH2:21][CH2:20][N:19]([CH3:22])[CH2:18][CH2:17]3)[C:8]3[N:9]2[CH2:12][CH:13]([CH3:15])[N:14]=3)=[CH:4][CH:3]=1.ClC1C(=O)C(C#N)=C(C#N)C(=O)C=1Cl. (4) Given the product [F:1][C:2]([F:24])([F:23])[C:3]1[CH:8]=[CH:7][C:6]([CH:9]=[CH:10][CH2:11][NH2:26])=[CH:5][CH:4]=1, predict the reactants needed to synthesize it. The reactants are: [F:1][C:2]([F:24])([F:23])[C:3]1[CH:8]=[CH:7][C:6]([CH:9]=[CH:10][CH2:11]C23C=CC=CC2C(NC3=O)=O)=[CH:5][CH:4]=1.O.[NH2:26]N. (5) Given the product [C:3]([N:6]1[N:7]([C:8](=[O:10])[CH3:9])[CH:16]=[CH:15][O:14][CH:11]=[CH:12]1)(=[O:5])[CH3:4], predict the reactants needed to synthesize it. The reactants are: [OH-].[K+].[C:3]([NH:6][NH:7][C:8](=[O:10])[CH3:9])(=[O:5])[CH3:4].[CH2:11]([O:14][CH2:15][CH2:16]Cl)[CH2:12]Cl.C(=O)([O-])[O-].[K+].[K+]. (6) Given the product [O:1]1[CH2:6][CH2:5][N:4]([CH2:7][C:8]2[O:12][N:11]=[C:10]([C:13]([OH:15])=[O:14])[CH:9]=2)[CH2:3][CH2:2]1, predict the reactants needed to synthesize it. The reactants are: [O:1]1[CH2:6][CH2:5][N:4]([CH2:7][C:8]2[O:12][N:11]=[C:10]([C:13]([O:15]CC)=[O:14])[CH:9]=2)[CH2:3][CH2:2]1.[OH-].[Na+]. (7) Given the product [CH3:3][N:2]([CH2:4][CH:5]1[CH:6]([C:13]2[CH:14]=[C:15]([OH:19])[CH:16]=[CH:17][CH:18]=2)[CH2:7][CH:8]2[CH2:12][CH:11]1[CH2:10][CH2:9]2)[CH3:1], predict the reactants needed to synthesize it. The reactants are: [CH3:1][N:2]([CH2:4][CH:5]1[CH:11]2[CH2:12][CH:8]([CH2:9][CH2:10]2)[CH:7]=[C:6]1[C:13]1[CH:14]=[C:15]([OH:19])[CH:16]=[CH:17][CH:18]=1)[CH3:3].